The task is: Regression. Given two drug SMILES strings and cell line genomic features, predict the synergy score measuring deviation from expected non-interaction effect.. This data is from NCI-60 drug combinations with 297,098 pairs across 59 cell lines. Drug 1: C1=NNC2=C1C(=O)NC=N2. Drug 2: B(C(CC(C)C)NC(=O)C(CC1=CC=CC=C1)NC(=O)C2=NC=CN=C2)(O)O. Cell line: MCF7. Synergy scores: CSS=33.0, Synergy_ZIP=-9.53, Synergy_Bliss=-3.12, Synergy_Loewe=-35.5, Synergy_HSA=-2.32.